Dataset: Reaction yield outcomes from USPTO patents with 853,638 reactions. Task: Predict the reaction yield, written as a fraction of the theoretical maximum amount of product (1.0 means a 100% yield; for example, 0.34 means a 34% yield). (1) No catalyst specified. The reactants are [CH:1]1([C:7]2[CH:13]=[CH:12][C:10]([NH2:11])=[CH:9][CH:8]=2)[CH2:6][CH2:5][CH2:4][CH2:3][CH2:2]1.S(=O)(=O)(O)O.[N+:19]([O-])([O-:21])=[O:20].[K+].[OH-].[Na+]. The product is [CH:1]1([C:7]2[CH:8]=[CH:9][C:10]([NH2:11])=[CH:12][C:13]=2[N+:19]([O-:21])=[O:20])[CH2:2][CH2:3][CH2:4][CH2:5][CH2:6]1. The yield is 9.21. (2) The reactants are [CH3:1][N:2]([CH3:19])[CH2:3][CH2:4][O:5][C:6]1[CH:11]=[CH:10][C:9]([NH2:12])=[CH:8][C:7]=1[C:13]1[N:14]([CH3:18])[N:15]=[CH:16][CH:17]=1.[F:20][C:21]1[CH:26]=[CH:25][C:24]([N:27]=[C:28]=[O:29])=[CH:23][CH:22]=1. No catalyst specified. The product is [CH3:1][N:2]([CH3:19])[CH2:3][CH2:4][O:5][C:6]1[CH:11]=[CH:10][C:9]([NH:12][C:28]([NH:27][C:24]2[CH:25]=[CH:26][C:21]([F:20])=[CH:22][CH:23]=2)=[O:29])=[CH:8][C:7]=1[C:13]1[N:14]([CH3:18])[N:15]=[CH:16][CH:17]=1. The yield is 0.664. (3) The reactants are [F:1][C:2]1[CH:3]=[CH:4][C:5]([NH:8][C:9]([C@@H:11]2[CH2:15][CH2:14][N:13]([C:16]([O:18][CH2:19][C:20]3[CH:25]=[CH:24][CH:23]=[CH:22][CH:21]=3)=[O:17])[N:12]2[C:26](=[O:45])[C@@H:27]([CH2:33][N:34]([CH:43]=[O:44])[O:35][CH2:36][C:37]2[CH:42]=[CH:41][CH:40]=[CH:39][CH:38]=2)[CH2:28][CH2:29][CH2:30][CH2:31][CH3:32])=[O:10])=[N:6][CH:7]=1.ClC1C=C(C(OO)=[O:54])C=CC=1. The catalyst is ClCCl. The product is [F:1][C:2]1[CH:3]=[CH:4][C:5]([NH:8][C:9]([C@@H:11]2[CH2:15][CH2:14][N:13]([C:16]([O:18][CH2:19][C:20]3[CH:25]=[CH:24][CH:23]=[CH:22][CH:21]=3)=[O:17])[N:12]2[C:26](=[O:45])[C@@H:27]([CH2:33][N:34]([CH:43]=[O:44])[O:35][CH2:36][C:37]2[CH:42]=[CH:41][CH:40]=[CH:39][CH:38]=2)[CH2:28][CH2:29][CH2:30][CH2:31][CH3:32])=[O:10])=[N+:6]([O-:54])[CH:7]=1. The yield is 0.770.